Predict the reactants needed to synthesize the given product. From a dataset of Full USPTO retrosynthesis dataset with 1.9M reactions from patents (1976-2016). (1) Given the product [NH2:1][C:2]1[C:7]([C:8]([C:10]2[C:15]([O:16][CH3:17])=[CH:14][CH:13]=[C:12]([F:18])[C:11]=2[F:19])=[O:9])=[CH:6][N:5]=[C:4]([NH:20][CH:21]2[CH2:24][N:23]([S:33]([CH3:32])(=[O:35])=[O:34])[CH2:22]2)[N:3]=1, predict the reactants needed to synthesize it. The reactants are: [NH2:1][C:2]1[C:7]([C:8]([C:10]2[C:15]([O:16][CH3:17])=[CH:14][CH:13]=[C:12]([F:18])[C:11]=2[F:19])=[O:9])=[CH:6][N:5]=[C:4]([NH:20][CH:21]2[CH2:24][NH:23][CH2:22]2)[N:3]=1.C(N(CC)CC)C.[CH3:32][S:33](O[S:33]([CH3:32])(=[O:35])=[O:34])(=[O:35])=[O:34]. (2) Given the product [NH2:8][C@H:9]([C:14]([NH:16][C:17]1[CH:18]=[C:19]2[C:27](=[CH:28][CH:29]=1)[C:26]1[S:25][C:24]([C:30]3[S:52][CH2:51][CH:50]([C:53]([OH:55])=[O:54])[N:49]=3)=[N:23][C:22]=1[CH:21]=[CH:20]2)=[O:15])[CH2:10][CH:11]([CH3:12])[CH3:13], predict the reactants needed to synthesize it. The reactants are: C([NH:8][C@H:9]([C:14]([NH:16][C:17]1[CH:18]=[C:19]2[C:27](=[CH:28][CH:29]=1)[C:26]1[S:25][C:24]([C:30]#N)=[N:23][C:22]=1[CH:21]=[CH:20]2)=[O:15])[CH2:10][CH:11]([CH3:13])[CH3:12])(OC(C)(C)C)=O.C1(SC)C=CC=CC=1.FC(F)(F)C(O)=O.O.Cl.[NH2:49][C@@H:50]([C:53]([OH:55])=[O:54])[CH2:51][SH:52].C(=O)([O-])[O-].[K+].[K+]. (3) Given the product [ClH:32].[NH2:8][C@H:9]([CH2:22][C:23]1[CH:28]=[C:27]([F:29])[C:26]([F:30])=[CH:25][C:24]=1[F:31])[CH2:10][C:11]([N:13]1[CH2:19][CH2:18][CH2:17][NH:16][C:15](=[O:20])[C@H:14]1[CH3:21])=[O:12], predict the reactants needed to synthesize it. The reactants are: C(OC([NH:8][C@H:9]([CH2:22][C:23]1[CH:28]=[C:27]([F:29])[C:26]([F:30])=[CH:25][C:24]=1[F:31])[CH2:10][C:11]([N:13]1[CH2:19][CH2:18][CH2:17][NH:16][C:15](=[O:20])[C@H:14]1[CH3:21])=[O:12])=O)(C)(C)C.[ClH:32].